From a dataset of Forward reaction prediction with 1.9M reactions from USPTO patents (1976-2016). Predict the product of the given reaction. (1) Given the reactants [CH2:1]([C:9]1[CH:17]=[CH:16][CH:15]=[CH:14][C:10]=1[C:11](O)=[O:12])[CH2:2][C:3]1[CH:8]=[CH:7][CH:6]=[CH:5][CH:4]=1.Cl.CN(C)CCCN=C=NCC.O.ON1C2C=CC=CC=2N=N1.C(N1CCOCC1)C.Cl.[CH3:50][NH:51][O:52][CH3:53], predict the reaction product. The product is: [CH3:53][O:52][N:51]([CH3:50])[C:11](=[O:12])[C:10]1[CH:14]=[CH:15][CH:16]=[CH:17][C:9]=1[CH2:1][CH2:2][C:3]1[CH:8]=[CH:7][CH:6]=[CH:5][CH:4]=1. (2) Given the reactants [F:1][C:2]1[CH:7]=[CH:6][C:5]([C:8]2[N:12]=[C:11]([C@@H:13]3[C@H:17]([C:18]4[S:19][CH:20]=[CH:21][N:22]=4)[NH:16][C@:15]([CH2:30][CH:31]([CH3:33])[CH3:32])([C:23]([O:25]C(C)(C)C)=[O:24])[CH2:14]3)[O:10][N:9]=2)=[CH:4][CH:3]=1.[C:34]([C:38]1[CH:46]=[CH:45][C:41]([C:42](Cl)=[O:43])=[CH:40][CH:39]=1)([CH3:37])([CH3:36])[CH3:35], predict the reaction product. The product is: [C:34]([C:38]1[CH:39]=[CH:40][C:41]([C:42]([N:16]2[C@@H:17]([C:18]3[S:19][CH:20]=[CH:21][N:22]=3)[C@@H:13]([C:11]3[O:10][N:9]=[C:8]([C:5]4[CH:6]=[CH:7][C:2]([F:1])=[CH:3][CH:4]=4)[N:12]=3)[CH2:14][C@@:15]2([CH2:30][CH:31]([CH3:33])[CH3:32])[C:23]([OH:25])=[O:24])=[O:43])=[CH:45][CH:46]=1)([CH3:37])([CH3:35])[CH3:36]. (3) Given the reactants [CH:1]1([NH:4][C:5]2[C:13]([F:14])=[C:12]([N:15]3[CH2:19][CH2:18][CH2:17][CH2:16]3)[C:11]([F:20])=[CH:10][C:6]=2[C:7]([OH:9])=O)[CH2:3][CH2:2]1.[C:21]([N:28]1C=CN=C1)(N1C=CN=C1)=[O:22].C(N(CC)CC)C.Cl.[C:41]([O:45]N)([CH3:44])([CH3:43])[CH3:42], predict the reaction product. The product is: [C:41]([O:45][N:28]1[C:7](=[O:9])[C:6]2[C:5](=[C:13]([F:14])[C:12]([N:15]3[CH2:19][CH2:18][CH2:17][CH2:16]3)=[C:11]([F:20])[CH:10]=2)[N:4]([CH:1]2[CH2:2][CH2:3]2)[C:21]1=[O:22])([CH3:44])([CH3:43])[CH3:42]. (4) Given the reactants [Cl:1][C:2]1[C:3]([CH3:33])=[C:4]([N:8]([S:23]([C:26]2[CH:31]=[CH:30][C:29]([CH3:32])=[CH:28][CH:27]=2)(=[O:25])=[O:24])[CH2:9][C:10]([NH:12][CH2:13][C:14]2[CH:15]=[C:16]([CH:20]=[CH:21][CH:22]=2)[C:17]([OH:19])=O)=[O:11])[CH:5]=[CH:6][CH:7]=1.C(N1C=CN=C1)(N1C=CN=C1)=O.[CH3:46][S:47]([NH2:50])(=[O:49])=[O:48].C1CCN2C(=NCCC2)CC1.Cl, predict the reaction product. The product is: [Cl:1][C:2]1[C:3]([CH3:33])=[C:4]([N:8]([S:23]([C:26]2[CH:27]=[CH:28][C:29]([CH3:32])=[CH:30][CH:31]=2)(=[O:24])=[O:25])[CH2:9][C:10]([NH:12][CH2:13][C:14]2[CH:15]=[C:16]([CH:20]=[CH:21][CH:22]=2)[C:17]([NH:50][S:47]([CH3:46])(=[O:49])=[O:48])=[O:19])=[O:11])[CH:5]=[CH:6][CH:7]=1. (5) The product is: [C:1]([O:5][C:6]([N:8]1[CH2:11][C:10]([NH:14][C:15]([O:17][C:18]([CH3:21])([CH3:20])[CH3:19])=[O:16])([CH2:12][O:13][S:30]([CH3:29])(=[O:32])=[O:31])[CH2:9]1)=[O:7])([CH3:3])([CH3:4])[CH3:2]. Given the reactants [C:1]([O:5][C:6]([N:8]1[CH2:11][C:10]([NH:14][C:15]([O:17][C:18]([CH3:21])([CH3:20])[CH3:19])=[O:16])([CH2:12][OH:13])[CH2:9]1)=[O:7])([CH3:4])([CH3:3])[CH3:2].C(N(CC)CC)C.[CH3:29][S:30](Cl)(=[O:32])=[O:31].C(O)(=O)C, predict the reaction product. (6) The product is: [CH:1]1([CH2:6][C:7]([NH:11][C@H:12]([C:14]([NH:16][CH:17]2[C:18](=[O:41])[N:19]([C:35]3[CH:40]=[CH:39][CH:38]=[CH:37][CH:36]=3)[C:20]3[CH:34]=[CH:33][CH:32]=[CH:31][C:21]=3[N:22]([C:25]3[CH:26]=[CH:27][CH:28]=[CH:29][CH:30]=3)[C:23]2=[O:24])=[O:15])[CH3:13])=[O:9])[CH2:2][CH2:3][CH2:4][CH2:5]1. Given the reactants [CH:1]1([CH2:6][C:7]([OH:9])=O)[CH2:5][CH2:4][CH2:3][CH2:2]1.Cl.[NH2:11][C@H:12]([C:14]([NH:16][CH:17]1[C:23](=[O:24])[N:22]([C:25]2[CH:30]=[CH:29][CH:28]=[CH:27][CH:26]=2)[C:21]2[CH:31]=[CH:32][CH:33]=[CH:34][C:20]=2[N:19]([C:35]2[CH:40]=[CH:39][CH:38]=[CH:37][CH:36]=2)[C:18]1=[O:41])=[O:15])[CH3:13], predict the reaction product. (7) Given the reactants [Cl:1][C:2]1[C:3]([C:16]2[C:24]3[C:19](=[CH:20][CH:21]=[CH:22][CH:23]=3)[N:18]([S:25]([C:28]3[CH:33]=[CH:32][CH:31]=[CH:30][CH:29]=3)(=[O:27])=[O:26])[CH:17]=2)=[N:4][C:5]([NH:8][C@@H:9]2[CH2:14][CH2:13][CH2:12][C@H:11]([NH2:15])[CH2:10]2)=[N:6][CH:7]=1.[O:34]1[CH2:39][CH2:38][N:37]([C:40]2[CH:48]=[C:47]([N+:49]([O-:51])=[O:50])[CH:46]=[CH:45][C:41]=2[C:42](O)=[O:43])[CH2:36][CH2:35]1.CCN(CC)CC.CN(C(ON1N=NC2C=CC=CC1=2)=[N+](C)C)C.F[P-](F)(F)(F)(F)F, predict the reaction product. The product is: [Cl:1][C:2]1[C:3]([C:16]2[C:24]3[C:19](=[CH:20][CH:21]=[CH:22][CH:23]=3)[N:18]([S:25]([C:28]3[CH:33]=[CH:32][CH:31]=[CH:30][CH:29]=3)(=[O:27])=[O:26])[CH:17]=2)=[N:4][C:5]([NH:8][C@@H:9]2[CH2:14][CH2:13][CH2:12][C@H:11]([NH:15][C:42](=[O:43])[C:41]3[CH:45]=[CH:46][C:47]([N+:49]([O-:51])=[O:50])=[CH:48][C:40]=3[N:37]3[CH2:36][CH2:35][O:34][CH2:39][CH2:38]3)[CH2:10]2)=[N:6][CH:7]=1. (8) The product is: [Cl:8][C:4]1[CH:3]=[C:2]([C:13]#[C:12][C:10]([CH3:11])([OH:14])[CH3:9])[CH:7]=[CH:6][CH:5]=1. Given the reactants Br[C:2]1[CH:7]=[CH:6][CH:5]=[C:4]([Cl:8])[CH:3]=1.[CH3:9][C:10]([OH:14])([C:12]#[CH:13])[CH3:11], predict the reaction product. (9) Given the reactants [NH:1]1[C:9]2[C:4](=[CH:5][CH:6]=[CH:7][CH:8]=2)[CH:3]=[C:2]1[C:10]([O:12][CH3:13])=[O:11].CC(C)([O-])C.[K+].C1COCC1.[N+:25](C1C=CC(C(ON)=O)=CC=1)([O-])=O, predict the reaction product. The product is: [CH3:13][O:12][C:10]([C:2]1[N:1]([NH2:25])[C:9]2[C:4]([CH:3]=1)=[CH:5][CH:6]=[CH:7][CH:8]=2)=[O:11].